Dataset: Full USPTO retrosynthesis dataset with 1.9M reactions from patents (1976-2016). Task: Predict the reactants needed to synthesize the given product. (1) Given the product [CH:29]1([C:27]([NH:26][C@@H:25]2[C@H:21]3[O:20][CH2:19][C@H:18]([NH:17][C:10](=[O:12])[C:9]4[CH:13]=[CH:14][CH:15]=[CH:16][C:8]=4[O:1][C:2]4[CH:3]=[CH:4][CH:5]=[CH:6][CH:7]=4)[C@H:22]3[O:23][CH2:24]2)=[O:28])[CH2:30][CH2:31]1, predict the reactants needed to synthesize it. The reactants are: [O:1]([C:8]1[CH:16]=[CH:15][CH:14]=[CH:13][C:9]=1[C:10]([OH:12])=O)[C:2]1[CH:7]=[CH:6][CH:5]=[CH:4][CH:3]=1.[NH2:17][C@@H:18]1[C@H:22]2[O:23][CH2:24][C@H:25]([NH:26][C:27]([CH:29]3[CH2:31][CH2:30]3)=[O:28])[C@H:21]2[O:20][CH2:19]1. (2) Given the product [C:1]1([C:23]2[CH:24]=[CH:25][CH:26]=[CH:27][CH:28]=2)[CH:2]=[CH:3][C:4]([CH:7]([S:8]([NH2:11])(=[O:9])=[O:10])[C:35]([OH:36])([CH3:37])[CH3:34])=[CH:5][CH:6]=1, predict the reactants needed to synthesize it. The reactants are: [C:1]1([C:23]2[CH:28]=[CH:27][CH:26]=[CH:25][CH:24]=2)[CH:6]=[CH:5][C:4]([CH2:7][S:8]([NH:11]CC2C=CC(OC)=CC=2OC)(=[O:10])=[O:9])=[CH:3][CH:2]=1.C([Li])CCC.[CH3:34][C:35]([CH3:37])=[O:36].FC(F)(F)C(O)=O. (3) Given the product [P:1]([O:11][CH2:12][C:13]1[C:18]([CH3:19])=[CH:17][CH:16]=[CH:15][C:14]=1[CH2:20][OH:21])([O:7][CH2:8][CH:9]=[CH2:10])([O:3][CH2:4][CH:5]=[CH2:6])=[O:2], predict the reactants needed to synthesize it. The reactants are: [P:1]([O:11][CH2:12][C:13]1[C:18]([CH3:19])=[CH:17][CH:16]=[CH:15][C:14]=1[CH2:20][O:21][Si](C(C)(C)C)(C)C)([O:7][CH2:8][CH:9]=[CH2:10])([O:3][CH2:4][CH:5]=[CH2:6])=[O:2].[F-].C([N+](CCCC)(CCCC)CCCC)CCC.O.C(OCC)(=O)C. (4) Given the product [OH:8][CH2:7][C:6]1[CH:5]=[C:4]([CH2:3][OH:2])[CH:13]=[C:12]([I:14])[CH:11]=1, predict the reactants needed to synthesize it. The reactants are: C[O:2][C:3](=O)[C:4]1[CH:13]=[C:12]([I:14])[CH:11]=[C:6]([C:7](OC)=[O:8])[CH:5]=1.[BH4-].[Na+].Cl. (5) Given the product [Cl:15][C:8]1[N:7]=[C:6]([O:2][CH3:1])[C:11]([N+:12]([O-:14])=[O:13])=[CH:10][CH:9]=1, predict the reactants needed to synthesize it. The reactants are: [CH3:1][OH:2].[H-].[Na+].Cl[C:6]1[C:11]([N+:12]([O-:14])=[O:13])=[CH:10][CH:9]=[C:8]([Cl:15])[N:7]=1.